This data is from Full USPTO retrosynthesis dataset with 1.9M reactions from patents (1976-2016). The task is: Predict the reactants needed to synthesize the given product. (1) Given the product [Cl:40][C:41]1[N:45]([C:2]2[N:7]=[CH:6][N:5]=[C:4]([NH:8][C:9]3[CH:14]=[CH:13][CH:12]=[C:11]([CH2:15][C:16]4[N:17]([C:21]([C:34]5[CH:39]=[CH:38][CH:37]=[CH:36][CH:35]=5)([C:28]5[CH:29]=[CH:30][CH:31]=[CH:32][CH:33]=5)[C:22]5[CH:27]=[CH:26][CH:25]=[CH:24][CH:23]=5)[CH:18]=[CH:19][N:20]=4)[CH:10]=3)[N:3]=2)[C:44]2[CH:46]=[CH:47][CH:48]=[CH:49][C:43]=2[N:42]=1, predict the reactants needed to synthesize it. The reactants are: Cl[C:2]1[N:7]=[CH:6][N:5]=[C:4]([NH:8][C:9]2[CH:14]=[CH:13][CH:12]=[C:11]([CH2:15][C:16]3[N:17]([C:21]([C:34]4[CH:39]=[CH:38][CH:37]=[CH:36][CH:35]=4)([C:28]4[CH:33]=[CH:32][CH:31]=[CH:30][CH:29]=4)[C:22]4[CH:27]=[CH:26][CH:25]=[CH:24][CH:23]=4)[CH:18]=[CH:19][N:20]=3)[CH:10]=2)[N:3]=1.[Cl:40][C:41]1[NH:42][C:43]2[CH:49]=[CH:48][CH:47]=[CH:46][C:44]=2[N:45]=1.C([O-])([O-])=O.[K+].[K+]. (2) Given the product [CH2:1]([N:6]1[C:10](=[O:11])[CH:9]([CH:12]([CH3:16])[C:13]([N:23]2[CH2:24][CH2:25][CH:26]([N:29]3[CH2:38][C:37]4[C:32](=[CH:33][CH:34]=[CH:35][CH:36]=4)[NH:31][C:30]3=[O:39])[CH2:27][CH2:28]2)=[O:14])[S:8][CH:7]1[C:17]1[CH:22]=[CH:21][CH:20]=[CH:19][CH:18]=1)[CH2:2][CH:3]([CH3:5])[CH3:4], predict the reactants needed to synthesize it. The reactants are: [CH2:1]([N:6]1[C:10](=[O:11])[CH:9]([CH:12]([CH3:16])[C:13](O)=[O:14])[S:8][CH:7]1[C:17]1[CH:22]=[CH:21][CH:20]=[CH:19][CH:18]=1)[CH2:2][CH:3]([CH3:5])[CH3:4].[NH:23]1[CH2:28][CH2:27][CH:26]([N:29]2[CH2:38][C:37]3[C:32](=[CH:33][CH:34]=[CH:35][CH:36]=3)[NH:31][C:30]2=[O:39])[CH2:25][CH2:24]1.C(O)(C(F)(F)F)=O.CCN(C(C)C)C(C)C.CN(C(ON1N=NC2C=CC=NC1=2)=[N+](C)C)C.F[P-](F)(F)(F)(F)F. (3) The reactants are: [NH2:1][C:2]1[C:3]2[C:10]([C:11]3[CH:16]=[CH:15][C:14]([NH:17][C:18]([C:20]4[C:21](=[O:37])[N:22]([C:31]5[CH:36]=[CH:35][CH:34]=[CH:33][CH:32]=5)[C:23]5[CH2:24][CH2:25][CH2:26][C:27](=[O:30])[C:28]=5[CH:29]=4)=[O:19])=[CH:13][CH:12]=3)=[CH:9][N:8]([C@H:38]3[CH2:41][C@@H:40]([CH2:42][O:43]CC4C=CC=CC=4)[CH2:39]3)[C:4]=2[N:5]=[CH:6][N:7]=1.Br.C(OCC)(=O)C.C(=O)([O-])[O-].[Na+].[Na+]. Given the product [NH2:1][C:2]1[C:3]2[C:10]([C:11]3[CH:12]=[CH:13][C:14]([NH:17][C:18]([C:20]4[C:21](=[O:37])[N:22]([C:31]5[CH:32]=[CH:33][CH:34]=[CH:35][CH:36]=5)[C:23]5[CH2:24][CH2:25][CH2:26][C:27](=[O:30])[C:28]=5[CH:29]=4)=[O:19])=[CH:15][CH:16]=3)=[CH:9][N:8]([C@H:38]3[CH2:39][C@@H:40]([CH2:42][OH:43])[CH2:41]3)[C:4]=2[N:5]=[CH:6][N:7]=1, predict the reactants needed to synthesize it. (4) Given the product [C:12]([C:13]1[CH:14]=[C:15]([NH2:16])[N:9]([C:4]2[CH:5]=[CH:6][CH:7]=[CH:8][C:3]=2[F:2])[N:10]=1)([CH3:19])([CH3:18])[CH3:11], predict the reactants needed to synthesize it. The reactants are: Cl.[F:2][C:3]1[CH:8]=[CH:7][CH:6]=[CH:5][C:4]=1[NH:9][NH2:10].[CH3:11][C:12]([CH3:19])([CH3:18])[C:13](=O)[CH2:14][C:15]#[N:16]. (5) Given the product [CH3:1][O:2][C:3](=[O:29])[C:4]1[CH:9]=[CH:8][CH:7]=[C:6]([S:10][C:11]2[C:19]3[C:14](=[CH:15][C:16]([C:32]4[CH:31]=[N:30][CH:35]=[CH:34][CH:33]=4)=[CH:17][CH:18]=3)[N:13]([CH2:21][C:22]3[CH:27]=[CH:26][CH:25]=[CH:24][CH:23]=3)[C:12]=2[CH3:28])[CH:5]=1, predict the reactants needed to synthesize it. The reactants are: [CH3:1][O:2][C:3](=[O:29])[C:4]1[CH:9]=[CH:8][CH:7]=[C:6]([S:10][C:11]2[C:19]3[C:14](=[CH:15][C:16](Br)=[CH:17][CH:18]=3)[N:13]([CH2:21][C:22]3[CH:27]=[CH:26][CH:25]=[CH:24][CH:23]=3)[C:12]=2[CH3:28])[CH:5]=1.[N:30]1[CH:35]=[CH:34][CH:33]=[C:32](B(O)O)[CH:31]=1. (6) Given the product [C:12]([C:7]1[CH:6]=[C:5]([CH:10]=[CH:9][C:8]=1[F:11])[CH2:4][NH:3][O:2][CH3:1])#[N:13], predict the reactants needed to synthesize it. The reactants are: [CH3:1][O:2][N:3]=[CH:4][C:5]1[CH:10]=[CH:9][C:8]([F:11])=[C:7]([C:12]#[N:13])[CH:6]=1.C([BH3-])#N.[Na+].